The task is: Regression. Given two drug SMILES strings and cell line genomic features, predict the synergy score measuring deviation from expected non-interaction effect.. This data is from NCI-60 drug combinations with 297,098 pairs across 59 cell lines. Drug 1: CCC(=C(C1=CC=CC=C1)C2=CC=C(C=C2)OCCN(C)C)C3=CC=CC=C3.C(C(=O)O)C(CC(=O)O)(C(=O)O)O. Drug 2: C(CCl)NC(=O)N(CCCl)N=O. Cell line: ACHN. Synergy scores: CSS=1.72, Synergy_ZIP=-2.00, Synergy_Bliss=-1.50, Synergy_Loewe=-2.51, Synergy_HSA=-2.43.